From a dataset of Experimentally validated miRNA-target interactions with 360,000+ pairs, plus equal number of negative samples. Binary Classification. Given a miRNA mature sequence and a target amino acid sequence, predict their likelihood of interaction. (1) The miRNA is hsa-miR-1206 with sequence UGUUCAUGUAGAUGUUUAAGC. The protein sequence of the target gene is MKSNQERSNECLPPKKREIPATSRSSEEKAPTLPSDNHRVEGTAWLPGNPGGRGHGGGRHGPAGTSVELGLQQGIGLHKALSTGLDYSPPSAPRSVPVATTLPAAYATPQPGTPVSPVQYAHLPHTFQFIGSSQYSGTYASFIPSQLIPPTANPVTSAVASAAGATTPSQRSQLEAYSTLLANMGSLSQTPGHKAEQQQQQQQQQQQQHQHQQQQQQQQQQQQQQHLSRAPGLITPGSPPPAQQNQYVHISSSPQNTGRTASPPAIPVHLHPHQTMIPHTLTLGPPSQVVMQYADSGSHF.... Result: 1 (interaction). (2) The miRNA is hsa-miR-93-5p with sequence CAAAGUGCUGUUCGUGCAGGUAG. The protein sequence of the target gene is MSKQQPTQFINPETPGYVGFANLPNQVHRKSVKKGFEFTLMVVGESGLGKSTLINSLFLTDLYPERVIPGAAEKIERTVQIEASTVEIEERGVKLRLTVVDTPGYGDAINCRDCFKTIISYIDEQFERYLHDESGLNRRHIIDNRVHCCFYFISPFGHGLKPLDVAFMKAIHNKVNIVPVIAKADTLTLKERERLKKRILDEIEEHNIKIYHLPDAESDEDEDFKEQTRLLKASIPFSVVGSNQLIEAKGKKVRGRLYPWGVVEVENPEHNDFLKLRTMLITHMQDLQEVTQDLHYENFR.... Result: 1 (interaction). (3) The miRNA is hsa-miR-3622b-5p with sequence AGGCAUGGGAGGUCAGGUGA. The protein sequence of the target gene is MSTSTSCPIPGGRDQLPDCYSTTPGGTLYATTPGGTRIIYDRKFLLECKNSPIARTPPCCLPQIPGVTTPPTAPLSKLEELKEQETEEEIPDDAQFEMDI. Result: 1 (interaction). (4) The miRNA is hsa-miR-4441 with sequence ACAGGGAGGAGAUUGUA. The protein sequence of the target gene is MSAARESHPHGVKRSASPDDDLGSSNWEAADLGNEERKQKFLRLMGAGKKEHTGRLVIGDHKSTSHFRTGEEDKKINEELESQYQQSMDSKLSGRYRRHCGLGFSEVEDHDGEGDVAGDDDDDDDDSPDPESPDDSESDSESEKEESAEELQAAEHPDEVEDPKNKKDAKSNYKMMFVKSSGS. Result: 0 (no interaction). (5) The miRNA is cel-miR-798 with sequence UAAGCCUUACAUAUUGACUGA. The protein sequence of the target gene is MGISRDNWHKRRKTGGKRKPYHKKRKYELGRPAANTKIGPRRIHTVRVRGGNKKYRALRLDVGNFSWGSECCTRKTRIIDVVYNASNNELVRTKTLVKNCIVLIDSTPYRQWYESHYALPLGRKKGAKLTPEEEEILNKKRSKKIQKKYDERKKNAKISSLLEEQFQQGKLLACIASRPGQCGRADGYVLEGKELEFYLRKIKARKGK. Result: 0 (no interaction). (6) The miRNA is mmu-miR-1928 with sequence AGCUACAUUGCCAGCUC. The protein sequence of the target gene is MSKAFGLLRQICQSILAESSQSPADLEEKKEEDSNMKREQPRERPRAWDYPHGLVGLHNIGQTCCLNSLIQVFVMNVDFTRILKRITVPRGADEQRRSVPFQMLLLLEKMQDSRQKAVRPLELAYCLQKCNVPLFVQHDAAQLYLKLWNLIKDQITDVHLVERLQALYTIRVKDSLICVDCAMESSRNSSMLTLPLSLFDVDSKPLKTLEDALHCFFQPRELSSKSKCFCENCGKKTRGKQVLKLTHLPQTLTIHLMRFSIRNSQTRKICHSLYFPQSLDFSQILPMKRESCDAEEQSGG.... Result: 0 (no interaction).